From a dataset of Reaction yield outcomes from USPTO patents with 853,638 reactions. Predict the reaction yield, written as a fraction of the theoretical maximum amount of product (1.0 means a 100% yield; for example, 0.34 means a 34% yield). The reactants are Cl.[NH2:2][C@@H:3]([CH2:9][C:10]1[CH:15]=[CH:14][C:13]([OH:16])=[CH:12][CH:11]=1)[CH2:4][C:5]([O:7][CH3:8])=[O:6].[C:17]([C:21]1[CH:29]=[CH:28][C:24]([C:25](O)=[O:26])=[CH:23][CH:22]=1)([CH3:20])([CH3:19])[CH3:18].CCN(C(C)C)C(C)C.CN(C(ON1N=NC2C=CC=NC1=2)=[N+](C)C)C.F[P-](F)(F)(F)(F)F.Cl. The catalyst is CN(C=O)C.C(Cl)Cl. The product is [C:17]([C:21]1[CH:22]=[CH:23][C:24]([C:25]([NH:2][C@@H:3]([CH2:9][C:10]2[CH:11]=[CH:12][C:13]([OH:16])=[CH:14][CH:15]=2)[CH2:4][C:5]([O:7][CH3:8])=[O:6])=[O:26])=[CH:28][CH:29]=1)([CH3:20])([CH3:18])[CH3:19]. The yield is 0.720.